Dataset: NCI-60 drug combinations with 297,098 pairs across 59 cell lines. Task: Regression. Given two drug SMILES strings and cell line genomic features, predict the synergy score measuring deviation from expected non-interaction effect. Drug 1: CC1C(C(CC(O1)OC2CC(OC(C2O)C)OC3=CC4=CC5=C(C(=O)C(C(C5)C(C(=O)C(C(C)O)O)OC)OC6CC(C(C(O6)C)O)OC7CC(C(C(O7)C)O)OC8CC(C(C(O8)C)O)(C)O)C(=C4C(=C3C)O)O)O)O. Synergy scores: CSS=62.2, Synergy_ZIP=3.81, Synergy_Bliss=8.12, Synergy_Loewe=-10.5, Synergy_HSA=-3.26. Cell line: SR. Drug 2: CN(CCCl)CCCl.Cl.